Task: Predict hERG channel inhibition at various concentrations.. Dataset: hERG Central: cardiac toxicity at 1µM, 10µM, and general inhibition Results: hERG_inhib (hERG inhibition (general)): blocker. The molecule is COc1cc(C(CCN2CCCC2)c2c(OC)cc(OC)c3ccc(=O)oc23)cc(OC)c1OC.